This data is from Forward reaction prediction with 1.9M reactions from USPTO patents (1976-2016). The task is: Predict the product of the given reaction. (1) Given the reactants Cl[C:2]1[CH:7]=[CH:6][C:5]([S:8]([NH2:11])(=[O:10])=[O:9])=[CH:4]C=1[N+]([O-])=O.[CH:15]1([N:18]2[CH2:23][CH2:22][CH:21]([NH2:24])[CH2:20][CH2:19]2)[CH2:17][CH2:16]1.[ClH:25].Cl.C[N:28]1CCN(N)CC1.CCN(C(C)C)C(C)C, predict the reaction product. The product is: [Cl:25][C:7]1[CH:6]=[C:5]([S:8]([NH2:11])(=[O:9])=[O:10])[CH:4]=[N:28][C:2]=1[NH:24][CH:21]1[CH2:22][CH2:23][N:18]([CH:15]2[CH2:17][CH2:16]2)[CH2:19][CH2:20]1. (2) Given the reactants [Br:1][C:2]1[N:3]=[C:4]([C@H:12]2[CH2:17][CH2:16][C@H:15]([N:18]3[CH2:23][CH2:22][N:21](C(=O)C)[CH2:20][CH2:19]3)[CH2:14][CH2:13]2)[N:5]2[CH:10]=[CH:9][N:8]=[C:7]([CH3:11])[C:6]=12.[ClH:27], predict the reaction product. The product is: [ClH:27].[Br:1][C:2]1[N:3]=[C:4]([C@H:12]2[CH2:13][CH2:14][C@H:15]([N:18]3[CH2:23][CH2:22][NH:21][CH2:20][CH2:19]3)[CH2:16][CH2:17]2)[N:5]2[CH:10]=[CH:9][N:8]=[C:7]([CH3:11])[C:6]=12. (3) Given the reactants C[O:2][C:3](=[O:25])[CH2:4][CH2:5][N:6]1[CH2:11][CH2:10][N:9]([C:12]2[CH:17]=[CH:16][C:15]([O:18][C:19]3[CH:24]=[CH:23][CH:22]=[CH:21][CH:20]=3)=[CH:14][CH:13]=2)[CH2:8][CH2:7]1.[OH-].[Na+:27], predict the reaction product. The product is: [Na+:27].[O:18]([C:15]1[CH:14]=[CH:13][C:12]([N:9]2[CH2:10][CH2:11][N:6]([CH2:5][CH2:4][C:3]([O-:25])=[O:2])[CH2:7][CH2:8]2)=[CH:17][CH:16]=1)[C:19]1[CH:20]=[CH:21][CH:22]=[CH:23][CH:24]=1. (4) Given the reactants C1(P(C2C=CC=CC=2)C2C=CC=CC=2)C=CC=CC=1.[CH2:20]([O:27][C:28]([N:30]1[CH2:34][CH:33]=[CH:32][C@H:31]1[CH2:35][N:36]=[N+]=[N-])=[O:29])[C:21]1[CH:26]=[CH:25][CH:24]=[CH:23][CH:22]=1.O, predict the reaction product. The product is: [CH2:20]([O:27][C:28]([N:30]1[CH2:34][CH:33]=[CH:32][C@H:31]1[CH2:35][NH2:36])=[O:29])[C:21]1[CH:26]=[CH:25][CH:24]=[CH:23][CH:22]=1. (5) Given the reactants I.C[O:3][C:4](=[O:22])[C:5]1[CH:10]=[CH:9][C:8]([CH:11]2[CH2:16][CH2:15][N:14]([CH:17]3[CH2:21][CH2:20][CH2:19][CH2:18]3)[CH2:13][CH2:12]2)=[CH:7][CH:6]=1.[ClH:23], predict the reaction product. The product is: [ClH:23].[CH:17]1([N:14]2[CH2:13][CH2:12][CH:11]([C:8]3[CH:7]=[CH:6][C:5]([C:4]([OH:22])=[O:3])=[CH:10][CH:9]=3)[CH2:16][CH2:15]2)[CH2:18][CH2:19][CH2:20][CH2:21]1. (6) Given the reactants [C:1]([O:5][C:6]([N:8]1[CH2:13][CH2:12][N:11]([C:14]2[CH:19]=[CH:18][CH:17]=[C:16]([N+:20]([O-])=O)[C:15]=2[C:23]#[N:24])[CH2:10][CH2:9]1)=[O:7])([CH3:4])([CH3:3])[CH3:2], predict the reaction product. The product is: [C:1]([O:5][C:6]([N:8]1[CH2:13][CH2:12][N:11]([C:14]2[CH:19]=[CH:18][CH:17]=[C:16]([NH2:20])[C:15]=2[C:23]#[N:24])[CH2:10][CH2:9]1)=[O:7])([CH3:4])([CH3:2])[CH3:3]. (7) Given the reactants C(OC1C=CC([Cl:12])=CC=1)(=O)C=C.[C:13]([O-:26])(=O)[CH2:14][CH2:15][CH2:16][CH2:17][CH2:18]CCCCCC.[C:27]([O-:40])(=O)[CH2:28][CH2:29]CCCCCCCCC.C([Sn+2]CCCC)CCC, predict the reaction product. The product is: [C:27]([O:26][C:13]1[CH:14]=[CH:15][CH:16]=[CH:17][C:18]=1[Cl:12])(=[O:40])[CH:28]=[CH2:29]. (8) Given the reactants C(O[C:6]([NH:8][C@H:9]([C:13]1([CH3:16])[CH2:15][CH2:14]1)[C:10]([OH:12])=O)=[O:7])(C)(C)C.[C:17]([NH:24][C@@H:25](C(O)=O)[C:26]([CH3:29])(C)C)(OC(C)(C)C)=O.[CH2:33]([N:35]1[CH:39]=[C:38]([C:40]2[N:45]=[C:44]3[C:46](C(O)=O)=[CH:47][N:48](COCC[Si](C)(C)C)[C:43]3=[N:42][CH:41]=2)[CH:37]=[N:36]1)[CH3:34], predict the reaction product. The product is: [CH3:16][C:13]1([C@@H:9]([NH:8][C:6]([C:46]2[C:44]3[C:43](=[N:42][CH:41]=[C:40]([C:38]4[CH:37]=[N:36][N:35]([CH2:33][CH3:34])[CH:39]=4)[N:45]=3)[NH:48][CH:47]=2)=[O:7])[C:10](=[O:12])[N:24]2[CH2:17][CH2:29][CH2:26][CH2:25]2)[CH2:14][CH2:15]1. (9) Given the reactants Cl.Cl.[NH2:3][CH2:4][CH2:5][N:6]1[C:14]2[C:13]([NH:15][C:16]3[CH:21]=[CH:20][C:19]([O:22][C:23]4[CH:28]=[CH:27][CH:26]=[C:25]([O:29][CH2:30][CH:31]([CH3:33])[CH3:32])[CH:24]=4)=[C:18]([CH3:34])[CH:17]=3)=[N:12][CH:11]=[N:10][C:9]=2[CH:8]=[CH:7]1.[OH:35][C:36]([CH3:42])([CH3:41])[CH2:37][C:38](O)=[O:39].ON1C2C=CC=CC=2N=N1.Cl.C(N=C=NCCCN(C)C)C, predict the reaction product. The product is: [OH:35][C:36]([CH3:42])([CH3:41])[CH2:37][C:38]([NH:3][CH2:4][CH2:5][N:6]1[C:14]2[C:13]([NH:15][C:16]3[CH:21]=[CH:20][C:19]([O:22][C:23]4[CH:28]=[CH:27][CH:26]=[C:25]([O:29][CH2:30][CH:31]([CH3:32])[CH3:33])[CH:24]=4)=[C:18]([CH3:34])[CH:17]=3)=[N:12][CH:11]=[N:10][C:9]=2[CH:8]=[CH:7]1)=[O:39].